This data is from Peptide-MHC class I binding affinity with 185,985 pairs from IEDB/IMGT. The task is: Regression. Given a peptide amino acid sequence and an MHC pseudo amino acid sequence, predict their binding affinity value. This is MHC class I binding data. (1) The peptide sequence is VLIAGIILL. The MHC is H-2-Kb with pseudo-sequence H-2-Kb. The binding affinity (normalized) is 0.201. (2) The peptide sequence is MPEWANFK. The MHC is H-2-Db with pseudo-sequence H-2-Db. The binding affinity (normalized) is 0. (3) The peptide sequence is IFEGPSGVKW. The MHC is Mamu-B17 with pseudo-sequence Mamu-B17. The binding affinity (normalized) is 0.105. (4) The peptide sequence is VTDSQYALGI. The MHC is HLA-A02:03 with pseudo-sequence HLA-A02:03. The binding affinity (normalized) is 0. (5) The peptide sequence is AVLLHEESM. The MHC is HLA-B15:01 with pseudo-sequence HLA-B15:01. The binding affinity (normalized) is 0.440. (6) The peptide sequence is DHLKEKSSL. The MHC is HLA-A11:01 with pseudo-sequence HLA-A11:01. The binding affinity (normalized) is 0.0847. (7) The peptide sequence is PLSPRTLNAW. The MHC is Mamu-B17 with pseudo-sequence Mamu-B17. The binding affinity (normalized) is 0.211.